Predict the reactants needed to synthesize the given product. From a dataset of Full USPTO retrosynthesis dataset with 1.9M reactions from patents (1976-2016). The reactants are: [NH:1]1[C:5]([CH2:6][C:7]2[CH:8]=[C:9]([NH:13][C:14]([C:16]3[O:17][C:18](Br)=[CH:19][CH:20]=3)=[O:15])[CH:10]=[CH:11][CH:12]=2)=[N:4][N:3]=[N:2]1.[F:22][C:23]1[CH:28]=[CH:27][C:26](B(O)O)=[CH:25][CH:24]=1. Given the product [NH:1]1[C:5]([CH2:6][C:7]2[CH:8]=[C:9]([NH:13][C:14]([C:16]3[O:17][C:18]([C:26]4[CH:27]=[CH:28][C:23]([F:22])=[CH:24][CH:25]=4)=[CH:19][CH:20]=3)=[O:15])[CH:10]=[CH:11][CH:12]=2)=[N:4][N:3]=[N:2]1, predict the reactants needed to synthesize it.